From a dataset of Catalyst prediction with 721,799 reactions and 888 catalyst types from USPTO. Predict which catalyst facilitates the given reaction. (1) Reactant: [CH:1]([O:14][CH:15]1[CH2:20][CH2:19][NH:18][CH2:17][CH2:16]1)([C:8]1[CH:13]=[CH:12][CH:11]=[CH:10][CH:9]=1)[C:2]1[CH:7]=[CH:6][CH:5]=[CH:4][CH:3]=1.[C:21]([O:25][C:26]([N:28]1[C:32]([CH:33]=O)=[CH:31][CH:30]=[C:29]1[C:35]([O:37][CH3:38])=[O:36])=[O:27])([CH3:24])([CH3:23])[CH3:22].C(O[BH-](OC(=O)C)OC(=O)C)(=O)C.[Na+]. Product: [CH3:38][O:37][C:35]([C:29]1[N:28]([C:26]([O:25][C:21]([CH3:24])([CH3:23])[CH3:22])=[O:27])[C:32]([CH2:33][N:18]2[CH2:19][CH2:20][CH:15]([O:14][CH:1]([C:8]3[CH:13]=[CH:12][CH:11]=[CH:10][CH:9]=3)[C:2]3[CH:3]=[CH:4][CH:5]=[CH:6][CH:7]=3)[CH2:16][CH2:17]2)=[CH:31][CH:30]=1)=[O:36]. The catalyst class is: 4. (2) Reactant: [Cl:1][C:2]1[CH:3]=[C:4]([N:32]([CH2:42][CH3:43])[C@H:33]2[CH2:38][CH2:37][C@H:36]([N:39]([CH3:41])[CH3:40])[CH2:35][CH2:34]2)[C:5]([CH3:31])=[C:6]([CH:30]=1)[C:7]([NH:9][CH2:10][C:11]1[C:16](=[O:17])[N:15]2[N:18](COCC[Si](C)(C)C)[CH:19]=[CH:20][C:14]2=[CH:13][C:12]=1[CH3:29])=[O:8].CC1C=CC(S([O-])(=O)=O)=CC=1.[NH+]1C=CC=CC=1. Product: [Cl:1][C:2]1[CH:3]=[C:4]([N:32]([CH2:42][CH3:43])[C@H:33]2[CH2:34][CH2:35][C@H:36]([N:39]([CH3:40])[CH3:41])[CH2:37][CH2:38]2)[C:5]([CH3:31])=[C:6]([CH:30]=1)[C:7]([NH:9][CH2:10][C:11]1[C:16](=[O:17])[N:15]2[NH:18][CH:19]=[CH:20][C:14]2=[CH:13][C:12]=1[CH3:29])=[O:8]. The catalyst class is: 5. (3) Reactant: [C:1]([Mg]Cl)([CH3:4])([CH3:3])[CH3:2].C([Cu])#N.[Br:10][C:11]1[CH:12]=[CH:13][C:14](I)=[N:15][CH:16]=1.[OH-].[NH4+]. Product: [Br:10][C:11]1[CH:12]=[CH:13][C:14]([C:1]([CH3:4])([CH3:3])[CH3:2])=[N:15][CH:16]=1. The catalyst class is: 1.